Dataset: Peptide-MHC class I binding affinity with 185,985 pairs from IEDB/IMGT. Task: Regression. Given a peptide amino acid sequence and an MHC pseudo amino acid sequence, predict their binding affinity value. This is MHC class I binding data. (1) The peptide sequence is MVIENGILK. The MHC is H-2-Db with pseudo-sequence H-2-Db. The binding affinity (normalized) is 0. (2) The peptide sequence is FQPQNGCFI. The MHC is H-2-Kb with pseudo-sequence H-2-Kb. The binding affinity (normalized) is 0.0258. (3) The peptide sequence is IALANIGFL. The MHC is H-2-Kb with pseudo-sequence H-2-Kb. The binding affinity (normalized) is 0.289.